Task: Predict the reactants needed to synthesize the given product.. Dataset: Full USPTO retrosynthesis dataset with 1.9M reactions from patents (1976-2016) (1) Given the product [CH3:27][O:28][C:29]1[CH:30]=[C:31]([NH:41][C:42]2[N:44]=[CH:3][C:4]3[CH2:9][CH2:8][CH2:7][CH:6]([C:10]([N:12]4[CH2:16][CH2:15][CH2:14][CH2:13]4)=[O:11])[C:5]=3[N:43]=2)[CH:32]=[CH:33][C:34]=1[N:35]1[CH:39]=[C:38]([CH3:40])[N:37]=[CH:36]1, predict the reactants needed to synthesize it. The reactants are: CN(C)[CH:3]=[C:4]1[CH2:9][CH2:8][CH2:7][CH:6]([C:10]([N:12]2[CH2:16][CH2:15][CH2:14][CH2:13]2)=[O:11])[C:5]1=O.[N+]([O-])(O)=O.[N+]([O-])(O)=O.[CH3:27][O:28][C:29]1[CH:30]=[C:31]([NH:41][C:42]([NH2:44])=[NH:43])[CH:32]=[CH:33][C:34]=1[N:35]1[CH:39]=[C:38]([CH3:40])[N:37]=[CH:36]1. (2) Given the product [C:17]([C:19]1[N:23]([CH3:24])[C:22]([C:2]2[CH:7]=[CH:6][C:5]([S:8]([NH:11][CH2:12][CH:13]3[CH2:15][CH2:14]3)(=[O:10])=[O:9])=[CH:4][C:3]=2[F:16])=[CH:21][CH:20]=1)#[N:18], predict the reactants needed to synthesize it. The reactants are: Br[C:2]1[CH:7]=[CH:6][C:5]([S:8]([NH:11][CH2:12][CH:13]2[CH2:15][CH2:14]2)(=[O:10])=[O:9])=[CH:4][C:3]=1[F:16].[C:17]([C:19]1[N:23]([CH3:24])[C:22](B(O)O)=[CH:21][CH:20]=1)#[N:18].[F-].[K+].C(P(C(C)(C)C)C(C)(C)C)(C)(C)C.